This data is from Catalyst prediction with 721,799 reactions and 888 catalyst types from USPTO. The task is: Predict which catalyst facilitates the given reaction. Reactant: [CH3:1][C:2](=O)[CH2:3][C:4](=[O:6])[CH3:5].Br[CH2:9][CH2:10][CH2:11][CH2:12][CH2:13][CH2:14][CH2:15][CH2:16][CH2:17][CH2:18][CH2:19][CH2:20][CH2:21][CH2:22][CH2:23][CH2:24]CC.C1OCCOCCOCCOCCOCCOC1.C(=O)([O-])[O-].[K+].[K+]. Product: [CH3:5][C:4](=[O:6])[CH2:3][CH2:2][CH2:1][CH2:24][CH2:23][CH2:22][CH2:21][CH2:20][CH2:19][CH2:18][CH2:17][CH2:16][CH2:15][CH2:14][CH2:13][CH2:12][CH2:11][CH2:10][CH3:9]. The catalyst class is: 97.